Dataset: Forward reaction prediction with 1.9M reactions from USPTO patents (1976-2016). Task: Predict the product of the given reaction. (1) Given the reactants [C:1]([O:5][C:6]([N:8]1[C:16]2[C:11](=[CH:12][CH:13]=[CH:14][CH:15]=2)[C:10]([CH:17]=[O:18])=[CH:9]1)=[O:7])([CH3:4])([CH3:3])[CH3:2].[BH4-].[Na+].O, predict the reaction product. The product is: [C:1]([O:5][C:6]([N:8]1[C:16]2[C:11](=[CH:12][CH:13]=[CH:14][CH:15]=2)[C:10]([CH2:17][OH:18])=[CH:9]1)=[O:7])([CH3:4])([CH3:2])[CH3:3]. (2) Given the reactants C([O:8][C:9](=[O:41])[CH2:10][C:11]1([C:16]([NH:18][CH2:19][CH:20]([CH2:28][C:29]2[CH:34]=[CH:33][C:32]([C:35]3[CH:40]=[CH:39][CH:38]=[CH:37][N:36]=3)=[CH:31][CH:30]=2)[C:21]([O:23]C(C)(C)C)=[O:22])=[O:17])[CH2:15][CH2:14][CH2:13][CH2:12]1)C1C=CC=CC=1, predict the reaction product. The product is: [C:9]([CH2:10][C:11]1([C:16]([NH:18][CH2:19][CH:20]([CH2:28][C:29]2[CH:30]=[CH:31][C:32]([C:35]3[CH:40]=[CH:39][CH:38]=[CH:37][N:36]=3)=[CH:33][CH:34]=2)[C:21]([OH:23])=[O:22])=[O:17])[CH2:15][CH2:14][CH2:13][CH2:12]1)([OH:41])=[O:8]. (3) Given the reactants [OH:1][C:2]1[C:3]([CH2:13][O:14][CH2:15][CH2:16][CH3:17])=[C:4]2[C:9](=[CH:10][CH:11]=1)[C:8](=[O:12])[CH2:7][CH2:6][CH2:5]2.[N:18]1([CH2:23][C@@H:24]([C:26]2[CH:31]=[CH:30][CH:29]=[CH:28][CH:27]=2)O)[CH:22]=[CH:21][N:20]=[CH:19]1.C1C=CC(P(C2C=CC=CC=2)C2C=CC=CC=2)=CC=1.[N+](C(OCC)=O)(C(OCC)=O)=[N-], predict the reaction product. The product is: [N:18]1([CH2:23][C@H:24]([C:26]2[CH:31]=[CH:30][CH:29]=[CH:28][CH:27]=2)[O:1][C:2]2[C:3]([CH2:13][O:14][CH2:15][CH2:16][CH3:17])=[C:4]3[C:9](=[CH:10][CH:11]=2)[C:8](=[O:12])[CH2:7][CH2:6][CH2:5]3)[CH:22]=[CH:21][N:20]=[CH:19]1. (4) Given the reactants [CH3:1][C@H:2]1[CH2:7][O:6][CH2:5][CH2:4][N:3]1[C:8]1[CH:13]=[C:12]([CH2:14][S:15]([CH3:18])(=[O:17])=[O:16])[N:11]=[C:10]([N:19]2[CH2:24][CH2:23][CH:22]([NH2:25])[CH2:21][CH2:20]2)[N:9]=1.C(=O)(O)[O-].[Na+].Cl[C:32]([O:34][C:35]1[CH:40]=[CH:39][CH:38]=[CH:37][CH:36]=1)=[O:33], predict the reaction product. The product is: [CH3:1][C@H:2]1[CH2:7][O:6][CH2:5][CH2:4][N:3]1[C:8]1[CH:13]=[C:12]([CH2:14][S:15]([CH3:18])(=[O:16])=[O:17])[N:11]=[C:10]([N:19]2[CH2:20][CH2:21][CH:22]([NH:25][C:32](=[O:33])[O:34][C:35]3[CH:40]=[CH:39][CH:38]=[CH:37][CH:36]=3)[CH2:23][CH2:24]2)[N:9]=1. (5) Given the reactants Cl[C:2]1[N:7]=[C:6]([C:8]2[S:12][C:11]([N:13]3[CH2:18][CH2:17][S:16](=[O:20])(=[O:19])[CH2:15][CH2:14]3)=[N:10][C:9]=2[C:21]2[C:22]([F:39])=[C:23]([NH:27][S:28]([C:31]3[CH:36]=[C:35]([F:37])[CH:34]=[CH:33][C:32]=3[F:38])(=[O:30])=[O:29])[CH:24]=[CH:25][CH:26]=2)[CH:5]=[CH:4][N:3]=1.[CH3:40][Zn]C.C1(C)C=CC=CC=1, predict the reaction product. The product is: [O:19]=[S:16]1(=[O:20])[CH2:17][CH2:18][N:13]([C:11]2[S:12][C:8]([C:6]3[CH:5]=[CH:4][N:3]=[C:2]([CH3:40])[N:7]=3)=[C:9]([C:21]3[C:22]([F:39])=[C:23]([NH:27][S:28]([C:31]4[CH:36]=[C:35]([F:37])[CH:34]=[CH:33][C:32]=4[F:38])(=[O:30])=[O:29])[CH:24]=[CH:25][CH:26]=3)[N:10]=2)[CH2:14][CH2:15]1. (6) Given the reactants [N:1]1[CH:6]=[CH:5][C:4]([C:7]([OH:9])=O)=[CH:3][CH:2]=1.CN(C(ON1N=NC2C=CC=NC1=2)=[N+](C)C)C.F[P-](F)(F)(F)(F)F.[Br:34][C:35]1[C:43]2[C:42]([N:44]3[CH2:49][CH2:48][CH:47]([NH:50][CH3:51])[CH2:46][CH2:45]3)=[N:41][CH:40]=[N:39][C:38]=2[N:37]([S:52]([C:55]2[CH:60]=[CH:59][CH:58]=[CH:57][CH:56]=2)(=[O:54])=[O:53])[CH:36]=1.CCN(C(C)C)C(C)C.C([O-])([O-])=O.[Na+].[Na+], predict the reaction product. The product is: [Br:34][C:35]1[C:43]2[C:42]([N:44]3[CH2:49][CH2:48][CH:47]([N:50]([CH3:51])[C:7]([C:4]4[CH:3]=[CH:2][N:1]=[CH:6][CH:5]=4)=[O:9])[CH2:46][CH2:45]3)=[N:41][CH:40]=[N:39][C:38]=2[N:37]([S:52]([C:55]2[CH:60]=[CH:59][CH:58]=[CH:57][CH:56]=2)(=[O:54])=[O:53])[CH:36]=1.